This data is from NCI-60 drug combinations with 297,098 pairs across 59 cell lines. The task is: Regression. Given two drug SMILES strings and cell line genomic features, predict the synergy score measuring deviation from expected non-interaction effect. (1) Cell line: HOP-62. Synergy scores: CSS=0.505, Synergy_ZIP=0.898, Synergy_Bliss=1.05, Synergy_Loewe=-0.0638, Synergy_HSA=-0.481. Drug 1: CCCS(=O)(=O)NC1=C(C(=C(C=C1)F)C(=O)C2=CNC3=C2C=C(C=N3)C4=CC=C(C=C4)Cl)F. Drug 2: CC12CCC3C(C1CCC2O)C(CC4=C3C=CC(=C4)O)CCCCCCCCCS(=O)CCCC(C(F)(F)F)(F)F. (2) Drug 1: C1=CC(=CC=C1CC(C(=O)O)N)N(CCCl)CCCl.Cl. Drug 2: CC=C1C(=O)NC(C(=O)OC2CC(=O)NC(C(=O)NC(CSSCCC=C2)C(=O)N1)C(C)C)C(C)C. Synergy scores: CSS=28.0, Synergy_ZIP=-2.40, Synergy_Bliss=-1.27, Synergy_Loewe=-17.0, Synergy_HSA=-0.503. Cell line: HOP-92. (3) Drug 2: CCC1(C2=C(COC1=O)C(=O)N3CC4=CC5=C(C=CC(=C5CN(C)C)O)N=C4C3=C2)O.Cl. Synergy scores: CSS=20.1, Synergy_ZIP=-1.57, Synergy_Bliss=4.85, Synergy_Loewe=-8.59, Synergy_HSA=2.07. Drug 1: C1=CC(=CC=C1C#N)C(C2=CC=C(C=C2)C#N)N3C=NC=N3. Cell line: SK-OV-3. (4) Drug 1: CNC(=O)C1=CC=CC=C1SC2=CC3=C(C=C2)C(=NN3)C=CC4=CC=CC=N4. Drug 2: C(CCl)NC(=O)N(CCCl)N=O. Cell line: A498. Synergy scores: CSS=2.35, Synergy_ZIP=-2.06, Synergy_Bliss=0.688, Synergy_Loewe=-7.62, Synergy_HSA=-0.522. (5) Drug 1: CN(CCCl)CCCl.Cl. Synergy scores: CSS=49.4, Synergy_ZIP=-4.41, Synergy_Bliss=-4.75, Synergy_Loewe=-0.319, Synergy_HSA=1.84. Cell line: T-47D. Drug 2: CC1C(C(CC(O1)OC2CC(CC3=C2C(=C4C(=C3O)C(=O)C5=C(C4=O)C(=CC=C5)OC)O)(C(=O)CO)O)N)O.Cl. (6) Drug 1: C1=CC(=CC=C1C#N)C(C2=CC=C(C=C2)C#N)N3C=NC=N3. Drug 2: C1=NC2=C(N=C(N=C2N1C3C(C(C(O3)CO)O)F)Cl)N. Cell line: MDA-MB-231. Synergy scores: CSS=22.4, Synergy_ZIP=-2.35, Synergy_Bliss=2.93, Synergy_Loewe=-38.2, Synergy_HSA=-1.33. (7) Drug 1: C1=CC(=CC=C1CCC2=CNC3=C2C(=O)NC(=N3)N)C(=O)NC(CCC(=O)O)C(=O)O. Drug 2: CNC(=O)C1=NC=CC(=C1)OC2=CC=C(C=C2)NC(=O)NC3=CC(=C(C=C3)Cl)C(F)(F)F. Cell line: RPMI-8226. Synergy scores: CSS=40.6, Synergy_ZIP=-0.726, Synergy_Bliss=-3.24, Synergy_Loewe=-4.59, Synergy_HSA=-0.998. (8) Drug 1: C(CCl)NC(=O)N(CCCl)N=O. Drug 2: CC1CCCC2(C(O2)CC(NC(=O)CC(C(C(=O)C(C1O)C)(C)C)O)C(=CC3=CSC(=N3)C)C)C. Cell line: NCI-H460. Synergy scores: CSS=70.0, Synergy_ZIP=2.17, Synergy_Bliss=1.39, Synergy_Loewe=-21.4, Synergy_HSA=0.708. (9) Drug 1: CN(CC1=CN=C2C(=N1)C(=NC(=N2)N)N)C3=CC=C(C=C3)C(=O)NC(CCC(=O)O)C(=O)O. Drug 2: B(C(CC(C)C)NC(=O)C(CC1=CC=CC=C1)NC(=O)C2=NC=CN=C2)(O)O. Cell line: DU-145. Synergy scores: CSS=40.9, Synergy_ZIP=-3.55, Synergy_Bliss=-4.94, Synergy_Loewe=-16.7, Synergy_HSA=-3.49.